This data is from Experimentally validated miRNA-target interactions with 360,000+ pairs, plus equal number of negative samples. The task is: Binary Classification. Given a miRNA mature sequence and a target amino acid sequence, predict their likelihood of interaction. (1) The miRNA is hsa-miR-3659 with sequence UGAGUGUUGUCUACGAGGGCA. The protein sequence of the target gene is MNGHISNHPSSFGMYPSQMNGYGSSPTFSQTDREHGSKTSAKALYEQRKNYARDSVSSVSDISQYRVEHLTTFVLDRKDAMITVDDGIRKLKLLDAKGKVWTQDMILQVDDRAVSLIDLESKNELENFPLNTIQHCQAVMHSCSYDSVLALVCKEPTQNKPDLHLFQCDEVKANLISEDIESAISDSKGGKQKRRPDALRMISNADPSIPPPPRAPAPAPPGTVTQVDVRSRVAAWSAWAADQGDFEKPRQYHEQEETPEMMAARIDRDVQILNHILDDIEFFITKLQKAAEAFSELSKR.... Result: 0 (no interaction). (2) The miRNA is hsa-miR-1285-5p with sequence GAUCUCACUUUGUUGCCCAGG. The protein sequence of the target gene is MNKFQGPVTLKDVIVEFTKEEWKLLTPAQRTLYKDVMLENYSHLVSVGYHVNKPNAVFKLKQGKEPWILEVEFPHRGFPEDLWSIHDLEARYQESQAGNSRNGELTKHQKTHTTEKACECKECGKFFCQKSALIVHQHTHSKGKSYDCDKCGKSFSKNEDLIRHQKIHTRDKTYECKECKKIFYHLSSLSRHLRTHAGEKPYECNQCEKSFYQKPHLTEHQKTHTGEKPFECTECGKFFYVKAYLMVHQKTHTGEKPYECKECGKAFSQKSHLTVHQRMHTGEKPYKCKECGKFFSRNSH.... Result: 0 (no interaction). (3) The miRNA is hsa-miR-6079 with sequence UUGGAAGCUUGGACCAACUAGCUG. The protein sequence of the target gene is MMAAALGPPEVIAQLENAAKVLMAPPSMVNNEQRQHAEHIFLSFRKSKSPFAVCKHILETSKVDYVLFQAATAIMEAVVREWILLEKGSIESLRTFLLTYVLQRPNLQKYVREQILLAVAVIVKRGSLDKSIDCKSIFHEVSQLISSGNPTVQTLACSILTALLSEFSSSSKTSNIGLSMEFHGNCKRVFQEEDLRQIFMLTVEVLQEFSRRENLNAQMSSVFQRYLALANQVLSWNFLPPNLGRHYIAMFESSQNVLLKPTESWRETLLDSRVMELFFTVHRKIREDSDMAQDSLQCLA.... Result: 1 (interaction). (4) The protein sequence of the target gene is MAELEHLGGKRAESARMRRAEQLRRWRGSLTEQEPAERRGAGRQPLTRRGSPRVRFEDGAVFLAACSSGDTDEVRKLLARGADINTVNVDGLTALHQACIDENLDMVKFLVENRANVNQQDNEGWTPLHAAASCGYLNIAEYFINHGASVGIVNSEGEVPSDLAEEPAMKDLLLEQVKKQGVDLEQSRKEEEQQMLQDARQWLNSGKIEDVRQARSGATALHVAAAKGYSEVLRLLIQAGYELNVQDYDGWTPLHAAAHWGVKEACSILAEALCDMDIRNKLGQTPFDVADEGLVEHLEL.... Result: 0 (no interaction). The miRNA is mmu-miR-140-5p with sequence CAGUGGUUUUACCCUAUGGUAG.